This data is from Forward reaction prediction with 1.9M reactions from USPTO patents (1976-2016). The task is: Predict the product of the given reaction. (1) Given the reactants O[CH2:2][C:3]1[N:4]=[C:5]([NH:8][C:9](=[O:15])[O:10][C:11]([CH3:14])([CH3:13])[CH3:12])[S:6][CH:7]=1.C(N(S(F)(F)[F:22])CC)C.C(=O)(O)[O-].[Na+], predict the reaction product. The product is: [F:22][CH2:2][C:3]1[N:4]=[C:5]([NH:8][C:9](=[O:15])[O:10][C:11]([CH3:14])([CH3:13])[CH3:12])[S:6][CH:7]=1. (2) Given the reactants [CH3:1][O-:2].[Na+].Cl[C:5]1[CH:10]=[CH:9][N+:8]([O-:11])=[C:7]([CH3:12])[C:6]=1[CH3:13], predict the reaction product. The product is: [CH3:1][O:2][C:5]1[CH:10]=[CH:9][N+:8]([O-:11])=[C:7]([CH3:12])[C:6]=1[CH3:13]. (3) Given the reactants [C:1]([O:5][C:6]([N:8]1[CH2:12][CH2:11][C@@H:10]([NH:13]C(=O)OCC2C=CC=CC=2)[CH2:9]1)=[O:7])([CH3:4])([CH3:3])[CH3:2], predict the reaction product. The product is: [NH2:13][C@@H:10]1[CH2:11][CH2:12][N:8]([C:6]([O:5][C:1]([CH3:4])([CH3:3])[CH3:2])=[O:7])[CH2:9]1. (4) The product is: [CH3:1][C:2]1[O:6][N:5]=[C:4]([N:7]2[C:16]3[C:11](=[CH:12][CH:13]=[CH:14][N:15]=3)[CH:10]=[C:9]([C:17]([OH:19])=[O:18])[C:8]2=[O:22])[CH:3]=1. Given the reactants [CH3:1][C:2]1[O:6][N:5]=[C:4]([N:7]2[C:16]3[C:11](=[CH:12][CH:13]=[CH:14][N:15]=3)[CH:10]=[C:9]([C:17]([O:19]CC)=[O:18])[C:8]2=[O:22])[CH:3]=1.Cl, predict the reaction product. (5) Given the reactants [N:1]1[C:10]2[C:5](=[CH:6][CH:7]=[CH:8][CH:9]=2)[C:4]([NH2:11])=[C:3]([NH2:12])[CH:2]=1.N1C2C(=NC=CC=2)C(N)=[C:15](N)[CH:14]=1.C(Cl)(=O)C, predict the reaction product. The product is: [CH3:14][C:15]1[NH:11][C:4]2[C:5]3[CH:6]=[CH:7][CH:8]=[CH:9][C:10]=3[N:1]=[CH:2][C:3]=2[N:12]=1. (6) The product is: [N+:12]([C:4]1[CH:5]=[C:6]([N+:9]([O-:11])=[O:10])[CH:7]=[CH:8][C:3]=1[O-:2])([O-:14])=[O:13].[NH2:1][N+:15]1[CH:20]=[CH:19][CH:18]=[C:17]([CH2:21][OH:22])[CH:16]=1. Given the reactants [NH2:1][O:2][C:3]1[CH:8]=[CH:7][C:6]([N+:9]([O-:11])=[O:10])=[CH:5][C:4]=1[N+:12]([O-:14])=[O:13].[N:15]1[CH:20]=[CH:19][CH:18]=[C:17]([CH2:21][OH:22])[CH:16]=1, predict the reaction product.